Dataset: Reaction yield outcomes from USPTO patents with 853,638 reactions. Task: Predict the reaction yield, written as a fraction of the theoretical maximum amount of product (1.0 means a 100% yield; for example, 0.34 means a 34% yield). (1) The reactants are [Br:1][C:2]1[CH:3]=[CH:4][C:5]([C:8]([NH2:10])=[O:9])=[N:6][CH:7]=1.CO[CH:13](OC)[N:14]([CH3:16])[CH3:15]. No catalyst specified. The product is [Br:1][C:2]1[CH:3]=[CH:4][C:5]([C:8](/[N:10]=[CH:13]/[N:14]([CH3:16])[CH3:15])=[O:9])=[N:6][CH:7]=1. The yield is 0.950. (2) The reactants are C[O:2][C:3](=[O:30])[C:4]1[CH:9]=[CH:8][C:7]([NH:10][C:11]2[N:12]=[CH:13][C:14]3[N:20]([CH3:21])[CH2:19][CH2:18][CH2:17][N:16]([CH:22]4[CH2:26][CH2:25][CH2:24][CH2:23]4)[C:15]=3[N:27]=2)=[C:6]([O:28][CH3:29])[CH:5]=1.Cl. The catalyst is O.CO.C(Cl)Cl. The product is [CH:22]1([N:16]2[CH2:17][CH2:18][CH2:19][N:20]([CH3:21])[C:14]3[CH:13]=[N:12][C:11]([NH:10][C:7]4[CH:8]=[CH:9][C:4]([C:3]([OH:30])=[O:2])=[CH:5][C:6]=4[O:28][CH3:29])=[N:27][C:15]2=3)[CH2:23][CH2:24][CH2:25][CH2:26]1. The yield is 0.990. (3) The yield is 0.769. The catalyst is C1(C)C=CC=CC=1.C(O)(C)C.CN(C1C=CC=CN=1)C. The product is [Br:25][C:24]1[CH:26]=[CH:27][C:21]([S:18]([O:17][CH2:16][C@@H:13]2[O:12][C:8]3=[C:9]4[C:4](=[CH:5][CH:6]=[C:7]3[O:15][CH2:14]2)[N:3]=[C:2]([CH3:1])[CH:11]=[CH:10]4)(=[O:20])=[O:19])=[CH:22][CH:23]=1. The reactants are [CH3:1][C:2]1[CH:11]=[CH:10][C:9]2[C:4](=[CH:5][CH:6]=[C:7]3[O:15][CH2:14][C@H:13]([CH2:16][OH:17])[O:12][C:8]3=2)[N:3]=1.[S:18](Cl)([C:21]1[CH:27]=[CH:26][C:24]([Br:25])=[CH:23][CH:22]=1)(=[O:20])=[O:19].C(N(CC)CC)C.O. (4) The reactants are OS(O)(=O)=O.[C:6]([C:10]1[CH:16]=[CH:15][CH:14]=[CH:13][C:11]=1[NH2:12])([CH3:9])([CH3:8])[CH3:7].[N+:17]([O-])([O-:19])=[O:18].[K+]. The catalyst is O. The product is [C:6]([C:10]1[CH:16]=[CH:15][C:14]([N+:17]([O-:19])=[O:18])=[CH:13][C:11]=1[NH2:12])([CH3:9])([CH3:7])[CH3:8]. The yield is 0.550. (5) The reactants are [CH:1]([C@@H:4]1[C:9]([O:10][CH3:11])=[N:8][CH2:7][C:6]([O:12][CH3:13])=[N:5]1)([CH3:3])[CH3:2].[Cl:14][CH2:15][Si:16]([CH2:19]Cl)([CH3:18])[CH3:17].C([Li])CCC.[Cl-].[NH4+]. The catalyst is C1COCC1. The product is [Cl:14][CH2:15][Si:16]([CH2:19][C@H:7]1[C:6]([O:12][CH3:13])=[N:5][C@H:4]([CH:1]([CH3:3])[CH3:2])[C:9]([O:10][CH3:11])=[N:8]1)([CH3:18])[CH3:17]. The yield is 0.440. (6) The reactants are [H-].C([Al+]CC(C)C)C(C)C.CCCCCC.C[O:18][C:19](=O)[C:20]1[CH:25]=[CH:24][N:23]=[C:22]([Cl:26])[CH:21]=1.Cl.C(=O)([O-])O.[Na+]. The catalyst is O1CCCC1. The product is [Cl:26][C:22]1[CH:21]=[C:20]([CH2:19][OH:18])[CH:25]=[CH:24][N:23]=1. The yield is 0.950. (7) The reactants are [Cl:1][C:2]1[CH:25]=[C:24]([C:26]([F:29])([F:28])[F:27])[CH:23]=[CH:22][C:3]=1[CH2:4][N:5]1[C:9]([CH2:10][CH2:11][C:12]([O:14]CC)=[O:13])=[CH:8][C:7]([O:17][CH2:18][CH:19]2[CH2:21][CH2:20]2)=[N:6]1.[OH-].[Na+].O1CCCC1. The catalyst is C(O)C. The product is [Cl:1][C:2]1[CH:25]=[C:24]([C:26]([F:29])([F:27])[F:28])[CH:23]=[CH:22][C:3]=1[CH2:4][N:5]1[C:9]([CH2:10][CH2:11][C:12]([OH:14])=[O:13])=[CH:8][C:7]([O:17][CH2:18][CH:19]2[CH2:21][CH2:20]2)=[N:6]1. The yield is 0.840.